Task: Predict the product of the given reaction.. Dataset: Forward reaction prediction with 1.9M reactions from USPTO patents (1976-2016) Given the reactants [CH2:1]=O.[CH:3](=[O:6])CC.C(N1[CH:18]=[CH:17]N=C1)(N1C=CN=C1)=O.[CH3:19][O:20][C:21]1[C:38]([O:39][CH3:40])=[CH:37][C:24]([C:25]([C:27]2[NH:31][N:30]=[N:29][C:28]=2[C:32]([O:34][CH2:35][CH3:36])=[O:33])=[O:26])=[C:23]([N+:41]([O-:43])=[O:42])[CH:22]=1, predict the reaction product. The product is: [CH:17]([O:6][CH2:3][N:30]1[N:29]=[C:28]([C:32]([O:34][CH2:35][CH3:36])=[O:33])[C:27]([C:25](=[O:26])[C:24]2[CH:37]=[C:38]([O:39][CH3:40])[C:21]([O:20][CH3:19])=[CH:22][C:23]=2[N+:41]([O-:43])=[O:42])=[N:31]1)([CH3:18])[CH3:1].